This data is from Catalyst prediction with 721,799 reactions and 888 catalyst types from USPTO. The task is: Predict which catalyst facilitates the given reaction. Reactant: CN(C=O)C.[Br:6][C:7]1[CH:8]=[C:9]2[C:14](=[CH:15][CH:16]=1)[C:13](=[O:17])[N:12]([CH2:18][C:19]1[CH:24]=[CH:23][C:22]([S:25]([CH3:28])(=[O:27])=[O:26])=[CH:21][CH:20]=1)[C:11]([C:29](O)=[O:30])=[C:10]2[C:32]1[CH:37]=[CH:36][CH:35]=[CH:34][CH:33]=1.C(Cl)(=O)C(Cl)=O. Product: [Br:6][C:7]1[CH:8]=[C:9]2[C:14](=[CH:15][CH:16]=1)[C:13](=[O:17])[N:12]([CH2:18][C:19]1[CH:20]=[CH:21][C:22]([S:25]([CH3:28])(=[O:26])=[O:27])=[CH:23][CH:24]=1)[C:11]([CH2:29][OH:30])=[C:10]2[C:32]1[CH:33]=[CH:34][CH:35]=[CH:36][CH:37]=1. The catalyst class is: 1.